This data is from Reaction yield outcomes from USPTO patents with 853,638 reactions. The task is: Predict the reaction yield, written as a fraction of the theoretical maximum amount of product (1.0 means a 100% yield; for example, 0.34 means a 34% yield). The reactants are [C:1]([O:5][C:6]([NH:8][C@@H:9]1[C@H:13]([CH2:14][OH:15])[CH2:12][N:11]([C:16]([O:18][CH2:19][C:20]2[CH:25]=[CH:24][CH:23]=[CH:22][CH:21]=2)=[O:17])[CH2:10]1)=[O:7])([CH3:4])([CH3:3])[CH3:2].[CH3:26][S:27](Cl)(=[O:29])=[O:28]. No catalyst specified. The product is [C:1]([O:5][C:6]([NH:8][C@@H:9]1[C@H:13]([CH2:14][O:15][S:27]([CH3:26])(=[O:29])=[O:28])[CH2:12][N:11]([C:16]([O:18][CH2:19][C:20]2[CH:21]=[CH:22][CH:23]=[CH:24][CH:25]=2)=[O:17])[CH2:10]1)=[O:7])([CH3:4])([CH3:2])[CH3:3]. The yield is 0.990.